This data is from Reaction yield outcomes from USPTO patents with 853,638 reactions. The task is: Predict the reaction yield, written as a fraction of the theoretical maximum amount of product (1.0 means a 100% yield; for example, 0.34 means a 34% yield). The reactants are [CH3:1][C:2]1[O:6][C:5]([C:7]2[CH:12]=[CH:11][C:10]([C:13]([NH:15][CH2:16][C:17]3[CH:18]=[N:19][CH:20]=[CH:21][CH:22]=3)=[O:14])=[CH:9][CH:8]=2)=[N:4][C:3]=1[CH2:23][S:24]([C:27]1[CH:32]=[CH:31][C:30]([CH2:33][CH2:34][CH2:35][O:36][CH2:37][CH2:38][O:39][CH2:40][CH2:41][O:42][CH2:43][CH2:44][O:45][CH2:46][CH2:47][O:48][CH2:49][CH2:50][O:51][CH2:52][CH2:53][NH:54]C(=O)OC(C)(C)C)=[CH:29][CH:28]=1)(=[O:26])=[O:25].C(Cl)Cl. The catalyst is FC(F)(F)C(O)=O. The product is [NH2:54][CH2:53][CH2:52][O:51][CH2:50][CH2:49][O:48][CH2:47][CH2:46][O:45][CH2:44][CH2:43][O:42][CH2:41][CH2:40][O:39][CH2:38][CH2:37][O:36][CH2:35][CH2:34][CH2:33][C:30]1[CH:31]=[CH:32][C:27]([S:24]([CH2:23][C:3]2[N:4]=[C:5]([C:7]3[CH:8]=[CH:9][C:10]([C:13]([NH:15][CH2:16][C:17]4[CH:18]=[N:19][CH:20]=[CH:21][CH:22]=4)=[O:14])=[CH:11][CH:12]=3)[O:6][C:2]=2[CH3:1])(=[O:25])=[O:26])=[CH:28][CH:29]=1. The yield is 0.750.